Predict which catalyst facilitates the given reaction. From a dataset of Catalyst prediction with 721,799 reactions and 888 catalyst types from USPTO. (1) Reactant: C(OC(=O)[NH:7][C:8]1[CH:13]=[CH:12][C:11]([C:14]2[CH:19]=[CH:18][CH:17]=[CH:16][C:15]=2[F:20])=[CH:10][C:9]=1[NH:21][C:22](=[O:41])[CH2:23][C:24]([C:26]1[CH:31]=[CH:30][CH:29]=[C:28]([N:32]2[CH:36]=[CH:35][N:34]=[C:33]2[S:37][CH2:38][O:39][CH3:40])[CH:27]=1)=O)(C)(C)C.C(O)(C(F)(F)F)=O. Product: [F:20][C:15]1[CH:16]=[CH:17][CH:18]=[CH:19][C:14]=1[C:11]1[CH:12]=[CH:13][C:8]2[N:7]=[C:24]([C:26]3[CH:31]=[CH:30][CH:29]=[C:28]([N:32]4[CH:36]=[CH:35][N:34]=[C:33]4[S:37][CH2:38][O:39][CH3:40])[CH:27]=3)[CH2:23][C:22](=[O:41])[NH:21][C:9]=2[CH:10]=1. The catalyst class is: 2. (2) Reactant: [F:1][C:2]1[CH:7]=[CH:6][CH:5]=[CH:4][C:3]=1[C:8]1[C:9]([C:16]([O:18]C)=O)=[CH:10][C:11]([CH2:14][OH:15])=[CH:12][CH:13]=1.[C:20]([Li])([CH3:23])([CH3:22])[CH3:21].[Cl-].[NH4+]. Product: [F:1][C:2]1[CH:7]=[CH:6][CH:5]=[CH:4][C:3]=1[C:8]1[CH:13]=[CH:12][C:11]([CH2:14][OH:15])=[CH:10][C:9]=1[C:16](=[O:18])[C:20]([CH3:23])([CH3:22])[CH3:21]. The catalyst class is: 1. (3) Reactant: Cl.[NH2:2][C@H:3]([CH2:10][C:11]1[CH:16]=[CH:15][C:14]([C:17]2[CH:22]=[CH:21][CH:20]=[C:19]([Cl:23])[CH:18]=2)=[CH:13][CH:12]=1)[CH2:4][C:5]([O:7][CH2:8][CH3:9])=[O:6].[CH2:24]([O:26][C:27]([NH:29][CH2:30][C:31](O)=[O:32])=[O:28])[CH3:25].CCN=C=NCCCN(C)C.CCN(C(C)C)C(C)C.C1C=NC2N(O)N=NC=2C=1. Product: [Cl:23][C:19]1[CH:18]=[C:17]([C:14]2[CH:15]=[CH:16][C:11]([CH2:10][C@@H:3]([NH:2][C:31](=[O:32])[CH2:30][NH:29][C:27]([O:26][CH2:24][CH3:25])=[O:28])[CH2:4][C:5]([O:7][CH2:8][CH3:9])=[O:6])=[CH:12][CH:13]=2)[CH:22]=[CH:21][CH:20]=1. The catalyst class is: 18. (4) Reactant: [C:1]([NH:18][CH2:19][CH2:20][C:21]([OH:23])=[O:22])([O:3][CH2:4][CH:5]1[C:17]2[C:12](=[CH:13][CH:14]=[CH:15][CH:16]=2)[C:11]2[C:6]1=[CH:7][CH:8]=[CH:9][CH:10]=2)=[O:2].C1C=CC2N(O)N=NC=2C=1.C(Cl)CCl.Cl.[CH2:39]([O:41][C:42](=[O:46])[CH2:43][CH2:44][NH2:45])[CH3:40].CCN(C(C)C)C(C)C. Product: [C:1]([NH:18][CH2:19][CH2:20][C:21]([OH:23])=[O:22])([O:3][CH2:4][CH:5]1[C:6]2[C:11](=[CH:10][CH:9]=[CH:8][CH:7]=2)[C:12]2[C:17]1=[CH:16][CH:15]=[CH:14][CH:13]=2)=[O:2].[CH2:39]([O:41][C:42](=[O:46])[CH2:43][CH2:44][NH2:45])[CH3:40]. The catalyst class is: 2. (5) Reactant: [Br:1][C:2]1[CH:3]=[C:4]([F:12])[C:5]([OH:11])=[C:6]([C:8](=[O:10])[CH3:9])[CH:7]=1.[CH2:13](OS(C1C=CC(C)=CC=1)(=O)=O)[C@@H:14]1[O:16][CH2:15]1.C([O-])([O-])=O.[K+].[K+]. Product: [Br:1][C:2]1[CH:3]=[C:4]([F:12])[C:5]([O:11][CH2:13][C@H:14]2[CH2:15][O:16]2)=[C:6]([C:8](=[O:10])[CH3:9])[CH:7]=1. The catalyst class is: 3. (6) Reactant: C(OC(=O)[NH:7][C@H:8]([CH2:24][C:25]1[CH:30]=[CH:29][CH:28]=[CH:27][C:26]=1[F:31])[CH2:9][C:10](=[O:23])[NH:11][C:12]1[C:13](=[O:22])[NH:14][C:15]2[C:20]([CH:21]=1)=[CH:19][CH:18]=[CH:17][CH:16]=2)(C)(C)C.[ClH:33]. Product: [ClH:33].[NH2:7][C@H:8]([CH2:24][C:25]1[CH:30]=[CH:29][CH:28]=[CH:27][C:26]=1[F:31])[CH2:9][C:10]([NH:11][C:12]1[C:13](=[O:22])[NH:14][C:15]2[C:20]([CH:21]=1)=[CH:19][CH:18]=[CH:17][CH:16]=2)=[O:23]. The catalyst class is: 12. (7) The catalyst class is: 4. Product: [CH3:51][C:52]1[O:53][C:54]([C:59]2[CH2:63][C:62]([C:68]3[CH:73]=[C:72]([Cl:74])[C:71]([Cl:75])=[C:70]([Cl:76])[CH:69]=3)([C:64]([F:66])([F:65])[F:67])[O:61][N:60]=2)=[CH:55][C:56]=1[CH2:57][NH:58][C:6]([CH:3]1[CH2:4][CH2:5][O:1][CH2:2]1)=[O:8]. Reactant: [O:1]1[CH2:5][CH2:4][CH:3]([C:6]([OH:8])=O)[CH2:2]1.C1CN([P+](ON2N=NC3C=CC=CC2=3)(N2CCCC2)N2CCCC2)CC1.F[P-](F)(F)(F)(F)F.CCN(C(C)C)C(C)C.[CH3:51][C:52]1[O:53][C:54]([C:59]2[CH2:63][C:62]([C:68]3[CH:73]=[C:72]([Cl:74])[C:71]([Cl:75])=[C:70]([Cl:76])[CH:69]=3)([C:64]([F:67])([F:66])[F:65])[O:61][N:60]=2)=[CH:55][C:56]=1[CH2:57][NH2:58]. (8) Reactant: C([O:8][C:9]1[C:13]([O:14]CC2C=CC=CC=2)=[C:12]([C:22](=[O:26])[N:23]([CH3:25])[CH3:24])[N:11]([C:27]2[CH:32]=[CH:31][C:30]([O:33][CH3:34])=[CH:29][CH:28]=2)[C:10]=1[C:35]([O:37][CH:38]([CH3:40])[CH3:39])=[O:36])C1C=CC=CC=1. Product: [CH3:25][N:23]([CH3:24])[C:22]([C:12]1[N:11]([C:27]2[CH:28]=[CH:29][C:30]([O:33][CH3:34])=[CH:31][CH:32]=2)[C:10]([C:35]([O:37][CH:38]([CH3:39])[CH3:40])=[O:36])=[C:9]([OH:8])[C:13]=1[OH:14])=[O:26]. The catalyst class is: 19. (9) Reactant: CC1C=CC(S(O[CH2:12][C@@H:13]2[O:27][C:17]3=[C:18]4[C:22](=[CH:23][CH:24]=[C:16]3[O:15][CH2:14]2)[NH:21][C:20]([CH2:25][CH3:26])=[CH:19]4)(=O)=O)=CC=1.[NH:28]1[CH2:33][CH:32]=[C:31]([C:34]2[C:42]3[C:37](=[CH:38][CH:39]=[CH:40][CH:41]=3)[NH:36][CH:35]=2)[CH2:30][CH2:29]1. Product: [CH2:25]([C:20]1[NH:21][C:22]2[C:18]([CH:19]=1)=[C:17]1[O:27][CH:13]([CH2:12][N:28]3[CH2:29][CH:30]=[C:31]([C:34]4[C:42]5[C:37](=[CH:38][CH:39]=[CH:40][CH:41]=5)[NH:36][CH:35]=4)[CH2:32][CH2:33]3)[CH2:14][O:15][C:16]1=[CH:24][CH:23]=2)[CH3:26]. The catalyst class is: 148.